Task: Regression/Classification. Given a drug SMILES string, predict its absorption, distribution, metabolism, or excretion properties. Task type varies by dataset: regression for continuous measurements (e.g., permeability, clearance, half-life) or binary classification for categorical outcomes (e.g., BBB penetration, CYP inhibition). Dataset: cyp2c19_veith.. Dataset: CYP2C19 inhibition data for predicting drug metabolism from PubChem BioAssay (1) The drug is COc1cccc2c1OC1(C)CC2/C(=C(\C)O)C(=O)N1. The result is 0 (non-inhibitor). (2) The drug is O=C(O)c1cc(S(=O)(=O)N2CCCCC2)ccc1F. The result is 0 (non-inhibitor). (3) The molecule is N#Cc1cccc(NC(=O)N2CCCC3(CCN(C(=O)c4cccc(F)c4)CC3)C2)c1. The result is 0 (non-inhibitor). (4) The molecule is Cc1[nH]n2c(=O)c(C#N)c(-c3ccccc3)nc2c1-c1ccccc1. The result is 0 (non-inhibitor). (5) The drug is CN(C)S(=O)(=O)c1ccc(Nc2ccc(O)c3c2C(=O)c2c([N+](=O)[O-])ccc(O)c2C3=O)cc1. The result is 0 (non-inhibitor). (6) The result is 1 (inhibitor). The compound is COc1ccc(O[C@H]2C=C[C@@H](c3ccccc3)O[C@@H]2CO/N=C(\C)CCN2CCCc3nc(C)c(C)cc32)cc1. (7) The drug is O=C(O)C[C@H](Nc1ccccc1)C(=O)O. The result is 0 (non-inhibitor).